This data is from Reaction yield outcomes from USPTO patents with 853,638 reactions. The task is: Predict the reaction yield, written as a fraction of the theoretical maximum amount of product (1.0 means a 100% yield; for example, 0.34 means a 34% yield). (1) The reactants are [O:1]=[C:2]1[NH:3][C:4]2[C:9](/[C:10]/1=[CH:11]/[C:12]1[NH:16][C:15]([CH3:17])=[C:14]([C:18]([OH:20])=O)[C:13]=1[CH3:21])=[CH:8][CH:7]=[CH:6][CH:5]=2.[CH3:22][N:23]([CH:25]=O)[CH3:24].[CH3:27][N:28]([P+](ON1N=NC2C=CC=CC1=2)(N(C)C)N(C)C)C.F[P-](F)(F)(F)(F)F.[CH3:54][CH:55]1CN[CH2:58][CH:57](C)[N:56]1CCN. The catalyst is C(Cl)Cl.CO.C(N(CC)CC)C. The product is [CH3:54][CH:55]1[NH:56][CH:57]([CH3:58])[CH2:24][N:23]([CH2:25][CH2:27][NH:28][C:18]([C:14]2[C:13]([CH3:21])=[C:12](/[CH:11]=[C:10]3\[C:2](=[O:1])[NH:3][C:4]4[C:9]\3=[CH:8][CH:7]=[CH:6][CH:5]=4)[NH:16][C:15]=2[CH3:17])=[O:20])[CH2:22]1. The yield is 0.500. (2) The reactants are [F:1][C:2]([F:17])([F:16])[CH2:3][CH2:4][N:5]1[CH2:10][CH2:9][CH:8]([C:11]([O:13]CC)=[O:12])[CH2:7][CH2:6]1.O[Li].O. The catalyst is C1COCC1.CO. The product is [F:17][C:2]([F:1])([F:16])[CH2:3][CH2:4][N:5]1[CH2:10][CH2:9][CH:8]([C:11]([OH:13])=[O:12])[CH2:7][CH2:6]1. The yield is 1.50.